This data is from Catalyst prediction with 721,799 reactions and 888 catalyst types from USPTO. The task is: Predict which catalyst facilitates the given reaction. Product: [CH3:13][NH:14][C:2]1[CH:9]=[CH:8][C:5]([C:6]#[N:7])=[CH:4][C:3]=1[N+:10]([O-:12])=[O:11]. The catalyst class is: 1. Reactant: F[C:2]1[CH:9]=[CH:8][C:5]([C:6]#[N:7])=[CH:4][C:3]=1[N+:10]([O-:12])=[O:11].[CH3:13][NH2:14].